From a dataset of Reaction yield outcomes from USPTO patents with 853,638 reactions. Predict the reaction yield, written as a fraction of the theoretical maximum amount of product (1.0 means a 100% yield; for example, 0.34 means a 34% yield). (1) The reactants are [H-].[Al+3].[Li+].[H-].[H-].[H-].[CH:7]1[C:15]2[N:10]([CH:11]=[CH:12][C:13](=[O:16])[CH:14]=2)[CH2:9][CH:8]=1.C(OC(OCC)CCCN)C.CCOC(CC(CC(OCC)=O)=O)=O.O.O.O.O.O.O.O.O.O.O.S([O-])([O-])(=O)=O.[Na+].[Na+]. The catalyst is O1CCCC1. The product is [CH:7]1[CH:8]=[CH:9][N:10]2[C:15]=1[CH:14]=[C:13]([OH:16])[CH:12]=[CH:11]2. The yield is 0.590. (2) The product is [Cl:1][C:2]1[CH:3]=[C:4]([CH:26]=[CH:27][C:28]=1[O:29][CH2:31][C:32]1[CH:36]=[C:35]([CH3:37])[O:34][N:33]=1)[NH:5][C:6]1[C:15]2[C:10](=[CH:11][C:12]([O:24][CH3:25])=[CH:13][C:14]=2[O:16][CH:17]2[CH2:18][CH2:19][N:20]([CH3:23])[CH2:21][CH2:22]2)[N:9]=[CH:8][N:7]=1. No catalyst specified. The yield is 0.600. The reactants are [Cl:1][C:2]1[CH:3]=[C:4]([CH:26]=[CH:27][C:28]=1[OH:29])[NH:5][C:6]1[C:15]2[C:10](=[CH:11][C:12]([O:24][CH3:25])=[CH:13][C:14]=2[O:16][CH:17]2[CH2:22][CH2:21][N:20]([CH3:23])[CH2:19][CH2:18]2)[N:9]=[CH:8][N:7]=1.Cl[CH2:31][C:32]1[CH:36]=[C:35]([CH3:37])[O:34][N:33]=1.